This data is from Catalyst prediction with 721,799 reactions and 888 catalyst types from USPTO. The task is: Predict which catalyst facilitates the given reaction. (1) Reactant: C([O:5][C:6]([NH:8][C:9]1[CH:18]=[C:17]([N:19]2[CH2:24][CH2:23][N:22]([C:25]([NH:27][C:28]3[CH:33]=[CH:32][C:31]([F:34])=[CH:30][CH:29]=3)=[O:26])[CH2:21][CH2:20]2)[C:16]2[C:11](=[CH:12][C:13]([Cl:35])=[CH:14][CH:15]=2)[N:10]=1)=O)(C)(C)C.F[C:37](F)(F)C(O)=O.C(N(CC)CC)C.C(Cl)(=O)C. Product: [C:6]([NH:8][C:9]1[CH:18]=[C:17]([N:19]2[CH2:20][CH2:21][N:22]([C:25]([NH:27][C:28]3[CH:33]=[CH:32][C:31]([F:34])=[CH:30][CH:29]=3)=[O:26])[CH2:23][CH2:24]2)[C:16]2[C:11](=[CH:12][C:13]([Cl:35])=[CH:14][CH:15]=2)[N:10]=1)(=[O:5])[CH3:37]. The catalyst class is: 64. (2) Reactant: [CH:1]1([CH:7]=[O:8])[CH2:6][CH2:5][CH2:4][CH2:3][CH2:2]1.[CH3:9]C(C)([O-])C.[K+].CI. Product: [CH3:9][C:1]1([CH:7]=[O:8])[CH2:6][CH2:5][CH2:4][CH2:3][CH2:2]1. The catalyst class is: 448. (3) Reactant: [OH-].[Na+].C[O:4][C:5]([C:7]1[S:32][C:10]2[N:11]=[CH:12][N:13]=[C:14]([NH:15][C:16]3[CH:21]=[CH:20][C:19]([F:22])=[CH:18][C:17]=3[O:23][C@H:24]3[CH2:29][CH2:28][CH2:27][CH2:26][C@@H:25]3[O:30][CH3:31])[C:9]=2[C:8]=1[CH3:33])=[O:6].Cl. Product: [F:22][C:19]1[CH:20]=[CH:21][C:16]([NH:15][C:14]2[C:9]3[C:8]([CH3:33])=[C:7]([C:5]([OH:6])=[O:4])[S:32][C:10]=3[N:11]=[CH:12][N:13]=2)=[C:17]([O:23][C@H:24]2[CH2:29][CH2:28][CH2:27][CH2:26][C@@H:25]2[O:30][CH3:31])[CH:18]=1. The catalyst class is: 92. (4) Reactant: [C:1]([N:4]([C@H:21]1[C:30]2[C:25](=[CH:26][CH:27]=[CH:28][CH:29]=2)[N:24]([C:31](=[O:40])[C:32]2[CH:37]=[CH:36][C:35]([O:38][CH3:39])=[CH:34][CH:33]=2)[C@@H:23]([CH3:41])[CH2:22]1)[C:5]1[CH:13]=[CH:12][CH:11]=[C:10]2[C:6]=1[CH:7]=[CH:8][N:9]2C(OC(C)(C)C)=O)(=[O:3])[CH3:2]. Product: [NH:9]1[C:10]2[C:6](=[C:5]([N:4]([C@H:21]3[C:30]4[C:25](=[CH:26][CH:27]=[CH:28][CH:29]=4)[N:24]([C:31](=[O:40])[C:32]4[CH:37]=[CH:36][C:35]([O:38][CH3:39])=[CH:34][CH:33]=4)[C@@H:23]([CH3:41])[CH2:22]3)[C:1](=[O:3])[CH3:2])[CH:13]=[CH:12][CH:11]=2)[CH:7]=[CH:8]1. The catalyst class is: 89.